Dataset: Reaction yield outcomes from USPTO patents with 853,638 reactions. Task: Predict the reaction yield, written as a fraction of the theoretical maximum amount of product (1.0 means a 100% yield; for example, 0.34 means a 34% yield). (1) The reactants are [C:1]1([CH3:12])[CH:6]=[C:5]([CH3:7])[CH:4]=[C:3]([CH3:8])[C:2]=1[C:9]#[N+:10][O-:11].[CH:13]([C:15]1[CH:20]=[CH:19][C:18]([S:21]([NH2:24])(=[O:23])=[O:22])=[CH:17][CH:16]=1)=[CH2:14]. The catalyst is C(Cl)(Cl)Cl. The product is [CH3:12][C:1]1[CH:6]=[C:5]([CH3:7])[CH:4]=[C:3]([CH3:8])[C:2]=1[C:9]1[CH2:14][CH:13]([C:15]2[CH:16]=[CH:17][C:18]([S:21]([NH2:24])(=[O:22])=[O:23])=[CH:19][CH:20]=2)[O:11][N:10]=1. The yield is 0.0700. (2) The reactants are [CH3:1][N:2](C=O)C.CI.CN(C)[CH2:10][C:11]1[C:19]2[C:14](=[CH:15][C:16]([N+:20]([O-:22])=[O:21])=[CH:17][CH:18]=2)[NH:13][CH:12]=1.[C-]#N.[K+]. The catalyst is O.C1COCC1. The product is [N+:20]([C:16]1[CH:15]=[C:14]2[C:19]([C:11]([CH2:10][C:1]#[N:2])=[CH:12][NH:13]2)=[CH:18][CH:17]=1)([O-:22])=[O:21]. The yield is 0.360. (3) The reactants are [CH:1]1([CH2:6][CH:7]([C:16]2[CH:21]=[CH:20][C:19]([N+:22]([O-])=O)=[CH:18][CH:17]=2)[C:8]([NH:10][C:11]2[S:12][CH:13]=[CH:14][N:15]=2)=[O:9])[CH2:5][CH2:4][CH2:3][CH2:2]1.[H][H]. The catalyst is C(OCC)(=O)C.[Pd]. The product is [NH2:22][C:19]1[CH:18]=[CH:17][C:16]([CH:7]([CH2:6][CH:1]2[CH2:5][CH2:4][CH2:3][CH2:2]2)[C:8]([NH:10][C:11]2[S:12][CH:13]=[CH:14][N:15]=2)=[O:9])=[CH:21][CH:20]=1. The yield is 0.914. (4) The reactants are [OH:1][CH2:2][CH2:3][CH2:4][NH:5][C:6]1[CH:11]=[CH:10][CH:9]=[CH:8][N+:7]=1[O-:12].[C:13](O[C:13]([O:15][C:16]([CH3:19])([CH3:18])[CH3:17])=[O:14])([O:15][C:16]([CH3:19])([CH3:18])[CH3:17])=[O:14]. The catalyst is C(O)(C)(C)C. The product is [OH:1][CH2:2][CH2:3][CH2:4][N:5]([C:6]1[CH:11]=[CH:10][CH:9]=[CH:8][N+:7]=1[O-:12])[C:13]([O:15][C:16]([CH3:19])([CH3:18])[CH3:17])=[O:14]. The yield is 0.980. (5) The reactants are [Cl-].[NH4+].C[Al](C)C.C.ClC1C(C#N)=[N:11]C=C(Cl)C=1.[F:18][C:19]1[C:20]([C:26]#[N:27])=[N:21][CH:22]=[C:23]([F:25])[CH:24]=1. The catalyst is C1(C)C=CC=CC=1.CO. The product is [F:18][C:19]1[C:20]([C:26](=[NH:11])[NH2:27])=[N:21][CH:22]=[C:23]([F:25])[CH:24]=1. The yield is 0.391. (6) The reactants are [CH3:1][C:2]1[C:7]([CH3:8])=[CH:6][C:5]([CH3:9])=[CH:4][C:3]=1[OH:10].C[O:12][CH:13](Cl)Cl.[Cl-].[NH4+]. The catalyst is ClCCl.[Ti](Cl)(Cl)(Cl)Cl. The product is [OH:10][C:3]1[C:2]([CH3:1])=[C:7]([CH3:8])[CH:6]=[C:5]([CH3:9])[C:4]=1[CH:13]=[O:12]. The yield is 0.400. (7) The reactants are C[C:2]1[CH:7]=[CH:6][CH:5]=[CH:4][C:3]=1[NH:8][C:9]1[O:10][C:11]2[CH:17]=[C:16]([CH2:18][C:19]([OH:21])=O)[CH:15]=[CH:14][C:12]=2[N:13]=1.[CH3:22][NH:23][CH2:24][CH2:25][O:26][C:27]1[CH:36]=[CH:35][C:30]([C:31]([O:33][CH3:34])=[O:32])=[CH:29][CH:28]=1.[CH3:37]CN=C=NCCCN(C)C.Cl.O. The catalyst is CN(C=O)C.CN(C1C=CN=CC=1)C.C1C=CC2N(O)N=NC=2C=1. The product is [CH3:37][C:2]1[CH:7]=[CH:6][CH:5]=[CH:4][C:3]=1[NH:8][C:9]1[O:10][C:11]2[CH:17]=[C:16]([CH2:18][C:19]([N:23]([CH2:24][CH2:25][O:26][C:27]3[CH:36]=[CH:35][C:30]([C:31]([O:33][CH3:34])=[O:32])=[CH:29][CH:28]=3)[CH3:22])=[O:21])[CH:15]=[CH:14][C:12]=2[N:13]=1. The yield is 0.800.